This data is from Reaction yield outcomes from USPTO patents with 853,638 reactions. The task is: Predict the reaction yield, written as a fraction of the theoretical maximum amount of product (1.0 means a 100% yield; for example, 0.34 means a 34% yield). The reactants are [NH2:1][C:2]1[C:11]([O:12][CH3:13])=[CH:10][CH:9]=[CH:8][C:3]=1[C:4]([O:6][CH3:7])=[O:5].C1C(=O)N([Br:21])C(=O)C1. The catalyst is CN(C=O)C. The product is [NH2:1][C:2]1[C:11]([O:12][CH3:13])=[CH:10][C:9]([Br:21])=[CH:8][C:3]=1[C:4]([O:6][CH3:7])=[O:5]. The yield is 0.730.